Dataset: Forward reaction prediction with 1.9M reactions from USPTO patents (1976-2016). Task: Predict the product of the given reaction. Given the reactants [CH2:1]([O:8][C@@H:9]1[C@@H:17]([O:18][CH2:19][C:20]2[CH:25]=[CH:24][CH:23]=[CH:22][CH:21]=2)[C@H:16]([CH3:26])[O:15][C:14](=[O:27])[C@@H:13]([NH:28][C:29](=[O:35])[O:30][C:31]([CH3:34])([CH3:33])[CH3:32])[CH2:12][CH2:11][CH2:10]1)[C:2]1[CH:7]=[CH:6][CH:5]=[CH:4][CH:3]=1.[C:36](O[C:36]([O:38][C:39]([CH3:42])([CH3:41])[CH3:40])=[O:37])([O:38][C:39]([CH3:42])([CH3:41])[CH3:40])=[O:37], predict the reaction product. The product is: [C:31]([O:30][C:29]([N:28]([C@H:13]1[CH2:12][CH2:11][CH2:10][C@H:9]([O:8][CH2:1][C:2]2[CH:3]=[CH:4][CH:5]=[CH:6][CH:7]=2)[C@@H:17]([O:18][CH2:19][C:20]2[CH:25]=[CH:24][CH:23]=[CH:22][CH:21]=2)[C@H:16]([CH3:26])[O:15][C:14]1=[O:27])[C:36](=[O:37])[O:38][C:39]([CH3:42])([CH3:41])[CH3:40])=[O:35])([CH3:34])([CH3:33])[CH3:32].